From a dataset of NCI-60 drug combinations with 297,098 pairs across 59 cell lines. Regression. Given two drug SMILES strings and cell line genomic features, predict the synergy score measuring deviation from expected non-interaction effect. (1) Drug 1: C1=NC2=C(N1)C(=S)N=C(N2)N. Drug 2: CCCCCOC(=O)NC1=NC(=O)N(C=C1F)C2C(C(C(O2)C)O)O. Cell line: HCT116. Synergy scores: CSS=40.1, Synergy_ZIP=0.344, Synergy_Bliss=-0.941, Synergy_Loewe=-20.0, Synergy_HSA=-0.813. (2) Drug 1: CC1C(C(CC(O1)OC2CC(CC3=C2C(=C4C(=C3O)C(=O)C5=C(C4=O)C(=CC=C5)OC)O)(C(=O)C)O)N)O.Cl. Drug 2: CC(C)(C#N)C1=CC(=CC(=C1)CN2C=NC=N2)C(C)(C)C#N. Cell line: HCT116. Synergy scores: CSS=15.0, Synergy_ZIP=1.33, Synergy_Bliss=0.686, Synergy_Loewe=-22.3, Synergy_HSA=1.41. (3) Drug 1: CC1CCCC2(C(O2)CC(NC(=O)CC(C(C(=O)C(C1O)C)(C)C)O)C(=CC3=CSC(=N3)C)C)C. Drug 2: COCCOC1=C(C=C2C(=C1)C(=NC=N2)NC3=CC=CC(=C3)C#C)OCCOC.Cl. Cell line: KM12. Synergy scores: CSS=49.4, Synergy_ZIP=15.2, Synergy_Bliss=19.9, Synergy_Loewe=-29.9, Synergy_HSA=9.95. (4) Drug 1: CC12CCC3C(C1CCC2=O)CC(=C)C4=CC(=O)C=CC34C. Drug 2: CS(=O)(=O)CCNCC1=CC=C(O1)C2=CC3=C(C=C2)N=CN=C3NC4=CC(=C(C=C4)OCC5=CC(=CC=C5)F)Cl. Cell line: NCI-H522. Synergy scores: CSS=39.5, Synergy_ZIP=-2.87, Synergy_Bliss=4.21, Synergy_Loewe=-4.83, Synergy_HSA=4.61. (5) Drug 1: C1=CC(=CC=C1CCCC(=O)O)N(CCCl)CCCl. Drug 2: C1CNP(=O)(OC1)N(CCCl)CCCl. Cell line: A498. Synergy scores: CSS=12.7, Synergy_ZIP=-5.58, Synergy_Bliss=-4.98, Synergy_Loewe=-17.9, Synergy_HSA=-7.47. (6) Drug 1: CC1=C2C(C(=O)C3(C(CC4C(C3C(C(C2(C)C)(CC1OC(=O)C(C(C5=CC=CC=C5)NC(=O)C6=CC=CC=C6)O)O)OC(=O)C7=CC=CC=C7)(CO4)OC(=O)C)O)C)OC(=O)C. Drug 2: C1=NC2=C(N1)C(=S)N=CN2. Cell line: HOP-62. Synergy scores: CSS=57.8, Synergy_ZIP=-5.77, Synergy_Bliss=-11.5, Synergy_Loewe=-2.59, Synergy_HSA=-2.57.